From a dataset of Experimentally validated miRNA-target interactions with 360,000+ pairs, plus equal number of negative samples. Binary Classification. Given a miRNA mature sequence and a target amino acid sequence, predict their likelihood of interaction. (1) The miRNA is hsa-miR-6778-3p with sequence UGCCUCCCUGACAUUCCACAG. The protein sequence of the target gene is MNRQGNRKTTKEGSNDLKFQNFSLPKNRSWPRINSATGQYQRMNKPLLDWERNFAAVLDGAKGHSDDDYDDPELRMEETWQSIKILPARPIKESEYADTHYFKVAMDTPLPLDTRTSISIGQPTWNTQTRLERVDKPISKDVRSQNIKGDASVRKNKIPLPPPRPLITLPKKYQPLPPEPESSRPPLSQRHTFPEVQRMPSQISLRDLSEVLEAEKVPHNQRKPESTHLLENQNTQEIPLAISSSSFTTSNHSVQNRDHRGGMQPCSPQRCQPPASCSPHENILPYKYTSWRPPFPKRSD.... Result: 1 (interaction). (2) The miRNA is hsa-miR-616-3p with sequence AGUCAUUGGAGGGUUUGAGCAG. The protein sequence of the target gene is MVKRKSSEGQEQDGGRGIPLPIQTFLWRQTSAFLRPKLGKQYEASCVSFERVLVENKLHGLSPALSEAIQSISRWELVQAALPHVLHCTATLLSNRNKLGHQDKLGVAETKLLHTLHWMLLEAPQDCNNDQFGGTDRGSSWGGSSSAFIHQIENQGSPGQPCRSSSHDEEENNRRKTFQNSMATVELFVFLFAPLVHRIKESDLTFRLASGLVIWQPMWEHRQPEVSGFTALVKPIRNIITAKRSSPINSQSQTCESPNQDTRQQGEGLQVVSEALQSDSISPKATISGCHQGNSFDGSL.... Result: 0 (no interaction).